Dataset: Reaction yield outcomes from USPTO patents with 853,638 reactions. Task: Predict the reaction yield, written as a fraction of the theoretical maximum amount of product (1.0 means a 100% yield; for example, 0.34 means a 34% yield). (1) The reactants are [Br:1][C:2]1[CH:10]=[CH:9][C:5]([C:6](Cl)=[O:7])=[CH:4][CH:3]=1.[C:11]1([O:17][CH3:18])[CH:16]=[CH:15][CH:14]=[CH:13][CH:12]=1.[Al+3].[Cl-].[Cl-].[Cl-].Cl. The product is [Br:1][C:2]1[CH:10]=[CH:9][C:5]([C:6]([C:14]2[CH:15]=[CH:16][C:11]([O:17][CH3:18])=[CH:12][CH:13]=2)=[O:7])=[CH:4][CH:3]=1. The yield is 1.00. The catalyst is C(Cl)Cl. (2) The reactants are C(N(CC)CC)C.[O:8]=[C:9]1[C:17]2[C:12](=[CH:13][CH:14]=[CH:15][CH:16]=2)[C:11](=[O:18])[N:10]1[CH2:19][CH2:20][S:21](Cl)(=[O:23])=[O:22].[CH:25]([O:38][C:39]1[C:40]2[C:52](=[O:53])[N:51]([CH2:54][C:55]3[CH:60]=[CH:59][C:58]([F:61])=[CH:57][CH:56]=3)[CH2:50][C:41]=2[C:42]([OH:49])=[C:43]2[C:48]=1[N:47]=[CH:46][CH:45]=[CH:44]2)([C:32]1[CH:37]=[CH:36][CH:35]=[CH:34][CH:33]=1)[C:26]1[CH:31]=[CH:30][CH:29]=[CH:28][CH:27]=1.CCOC(C)=O.CCCCCC. The catalyst is CN(C1C=CN=CC=1)C.CCOC(C)=O. The product is [CH:25]([O:38][C:39]1[C:40]2[C:52](=[O:53])[N:51]([CH2:54][C:55]3[CH:60]=[CH:59][C:58]([F:61])=[CH:57][CH:56]=3)[CH2:50][C:41]=2[C:42]([O:49][S:21]([CH2:20][CH2:19][N:10]2[C:9](=[O:8])[C:17]3[C:12](=[CH:13][CH:14]=[CH:15][CH:16]=3)[C:11]2=[O:18])(=[O:22])=[O:23])=[C:43]2[C:48]=1[N:47]=[CH:46][CH:45]=[CH:44]2)([C:26]1[CH:31]=[CH:30][CH:29]=[CH:28][CH:27]=1)[C:32]1[CH:33]=[CH:34][CH:35]=[CH:36][CH:37]=1. The yield is 0.500. (3) The reactants are [Cl:1][C:2]1[CH:22]=[CH:21][C:5]([CH2:6][NH:7][C:8]([C:10]2[C:11]([OH:20])=[C:12]3[CH:18]=[C:17](I)[S:16][C:13]3=[N:14][CH:15]=2)=[O:9])=[CH:4][CH:3]=1.[CH2:23]([OH:26])[C:24]#[CH:25]. The catalyst is C(NCC)C.[Cu](I)I.Cl[Pd](Cl)([P](C1C=CC=CC=1)(C1C=CC=CC=1)C1C=CC=CC=1)[P](C1C=CC=CC=1)(C1C=CC=CC=1)C1C=CC=CC=1. The product is [Cl:1][C:2]1[CH:22]=[CH:21][C:5]([CH2:6][NH:7][C:8]([C:10]2[C:11]([OH:20])=[C:12]3[CH:18]=[C:17]([C:25]#[C:24][CH2:23][OH:26])[S:16][C:13]3=[N:14][CH:15]=2)=[O:9])=[CH:4][CH:3]=1. The yield is 0.200. (4) The reactants are [NH2:1][C:2]1[CH:3]=[CH:4][C:5]([CH3:24])=[C:6]([CH:23]=1)[O:7][C:8]1[CH:9]=[CH:10][C:11]2[N:12]([N:14]=[C:15]([NH:17][C:18]([CH:20]3[CH2:22][CH2:21]3)=[O:19])[N:16]=2)[CH:13]=1.[CH3:25][N:26]1[C:30]([C:31](Cl)=[O:32])=[CH:29][C:28]([CH3:34])=[N:27]1. The catalyst is CN(C)C(=O)C. The product is [CH:20]1([C:18]([NH:17][C:15]2[N:16]=[C:11]3[CH:10]=[CH:9][C:8]([O:7][C:6]4[CH:23]=[C:2]([NH:1][C:31]([C:30]5[N:26]([CH3:25])[N:27]=[C:28]([CH3:34])[CH:29]=5)=[O:32])[CH:3]=[CH:4][C:5]=4[CH3:24])=[CH:13][N:12]3[N:14]=2)=[O:19])[CH2:22][CH2:21]1. The yield is 0.910.